Regression. Given a peptide amino acid sequence and an MHC pseudo amino acid sequence, predict their binding affinity value. This is MHC class II binding data. From a dataset of Peptide-MHC class II binding affinity with 134,281 pairs from IEDB. (1) The peptide sequence is HSRNLINELSERMAG. The MHC is HLA-DPA10201-DPB11401 with pseudo-sequence HLA-DPA10201-DPB11401. The binding affinity (normalized) is 0.472. (2) The peptide sequence is TRVVLSEMKEAFHGL. The MHC is DRB3_0301 with pseudo-sequence DRB3_0301. The binding affinity (normalized) is 0.459. (3) The peptide sequence is LPIGTRSVETDKGPL. The MHC is DRB1_0701 with pseudo-sequence DRB1_0701. The binding affinity (normalized) is 0.419. (4) The MHC is HLA-DQA10401-DQB10402 with pseudo-sequence HLA-DQA10401-DQB10402. The peptide sequence is AAATAGTTVYGTFAA. The binding affinity (normalized) is 0.424. (5) The peptide sequence is YKKLRTSSFALNLPT. The MHC is HLA-DQA10301-DQB10302 with pseudo-sequence HLA-DQA10301-DQB10302. The binding affinity (normalized) is 0.244. (6) The peptide sequence is STLQEQIGWMTNNPPIPV. The MHC is DRB1_0701 with pseudo-sequence DRB1_0701. The binding affinity (normalized) is 0.384. (7) The binding affinity (normalized) is 0.214. The MHC is DRB5_0101 with pseudo-sequence DRB5_0101. The peptide sequence is DEALNNRFQIKGVEL.